Dataset: Full USPTO retrosynthesis dataset with 1.9M reactions from patents (1976-2016). Task: Predict the reactants needed to synthesize the given product. (1) Given the product [NH2:32][C:31]1[CH:33]=[CH:34][C:28]([C:2]2[N:7]=[C:6]([C:8]3[CH:13]=[CH:12][CH:11]=[CH:10][CH:9]=3)[N:5]=[C:4]([C:14]3[CH:19]=[CH:18][CH:17]=[CH:16][CH:15]=3)[N:3]=2)=[CH:29][CH:30]=1, predict the reactants needed to synthesize it. The reactants are: Cl[C:2]1[N:7]=[C:6]([C:8]2[CH:13]=[CH:12][CH:11]=[CH:10][CH:9]=2)[N:5]=[C:4]([C:14]2[CH:19]=[CH:18][CH:17]=[CH:16][CH:15]=2)[N:3]=1.CC1(C)C(C)(C)OB([C:28]2[CH:34]=[CH:33][C:31]([NH2:32])=[CH:30][CH:29]=2)O1.C(=O)([O-])[O-].[K+].[K+].[Cl-].[Na+]. (2) Given the product [N:20]([CH2:2][CH2:3][CH:4]=[C:5]1[C:11]2[CH:12]=[CH:13][CH:14]=[CH:15][C:10]=2[CH2:9][CH2:8][C:7]2[CH:16]=[CH:17][CH:18]=[CH:19][C:6]1=2)=[N+:21]=[N-:22], predict the reactants needed to synthesize it. The reactants are: Br[CH2:2][CH2:3][CH:4]=[C:5]1[C:11]2[CH:12]=[CH:13][CH:14]=[CH:15][C:10]=2[CH2:9][CH2:8][C:7]2[CH:16]=[CH:17][CH:18]=[CH:19][C:6]1=2.[N-:20]=[N+:21]=[N-:22].[Na+].[Na+].[Cl-]. (3) Given the product [CH:39]1[C:38]2[CH:37]([CH2:36][O:35][C:33]([NH:32][C@H:28]([CH2:27][CH:26]=[CH2:25])[C:29]([O:1][C@H:2]([C:19]3[CH:20]=[CH:21][CH:22]=[CH:23][CH:24]=3)[CH2:3][NH:4][C:5]([C@@H:7]([CH2:16][CH:17]=[CH2:18])[CH2:8][C:9]([O:11][C:12]([CH3:15])([CH3:14])[CH3:13])=[O:10])=[O:6])=[O:30])=[O:34])[C:49]3[C:44](=[CH:45][CH:46]=[CH:47][CH:48]=3)[C:43]=2[CH:42]=[CH:41][CH:40]=1, predict the reactants needed to synthesize it. The reactants are: [OH:1][C@H:2]([C:19]1[CH:24]=[CH:23][CH:22]=[CH:21][CH:20]=1)[CH2:3][NH:4][C:5]([C@@H:7]([CH2:16][CH:17]=[CH2:18])[CH2:8][C:9]([O:11][C:12]([CH3:15])([CH3:14])[CH3:13])=[O:10])=[O:6].[CH2:25]=[CH:26][CH2:27][C@@H:28]([NH:32][C:33]([O:35][CH2:36][CH:37]1[C:49]2[C:44](=[CH:45][CH:46]=[CH:47][CH:48]=2)[C:43]2[C:38]1=[CH:39][CH:40]=[CH:41][CH:42]=2)=[O:34])[C:29]([O-])=[O:30]. (4) Given the product [Br:5][CH2:6][C:7]([C:13]1[C:14]([CH3:19])=[CH:15][C:16]([CH3:18])=[CH:17][C:12]=1[O:11][CH3:10])=[O:8].[Br:5][CH2:6][C:7]([C:15]1[C:16]([CH3:18])=[CH:17][C:12]([O:11][CH3:10])=[CH:13][C:14]=1[CH3:19])=[O:8], predict the reactants needed to synthesize it. The reactants are: [Al+3].[Cl-].[Cl-].[Cl-].[Br:5][CH2:6][C:7](Br)=[O:8].[CH3:10][O:11][C:12]1[CH:17]=[C:16]([CH3:18])[CH:15]=[C:14]([CH3:19])[CH:13]=1. (5) Given the product [Br:19][CH:10]1[C:9](=[O:14])[CH:8]([C:5]2[CH:6]=[CH:7][C:2]([CH3:1])=[C:3]([C:15]([F:16])([F:17])[F:18])[CH:4]=2)[CH2:13][CH2:12][CH2:11]1, predict the reactants needed to synthesize it. The reactants are: [CH3:1][C:2]1[CH:7]=[CH:6][C:5]([CH:8]2[CH2:13][CH2:12][CH2:11][CH2:10][C:9]2=[O:14])=[CH:4][C:3]=1[C:15]([F:18])([F:17])[F:16].[Br:19]Br. (6) The reactants are: [CH:1]1([C:4](Cl)=[O:5])[CH2:3][CH2:2]1.[NH2:7][CH:8]1[C:13](=[O:14])[N:12]2[CH:15]([CH2:23][C:24]3[CH:29]=[CH:28][C:27]([Cl:30])=[CH:26][CH:25]=3)[C:16](=[O:22])[N:17]([CH:19]([CH3:21])[CH3:20])[CH2:18][CH:11]2[N:10]([S:31]([C:34]2[CH:39]=[C:38]([Cl:40])[CH:37]=[CH:36][C:35]=2[O:41][CH3:42])(=[O:33])=[O:32])[CH2:9]1.C(N(C(C)C)CC)(C)C. Given the product [Cl:30][C:27]1[CH:28]=[CH:29][C:24]([CH2:23][CH:15]2[N:12]3[C:13](=[O:14])[CH:8]([NH:7][C:4]([CH:1]4[CH2:3][CH2:2]4)=[O:5])[CH2:9][N:10]([S:31]([C:34]4[CH:39]=[C:38]([Cl:40])[CH:37]=[CH:36][C:35]=4[O:41][CH3:42])(=[O:33])=[O:32])[CH:11]3[CH2:18][N:17]([CH:19]([CH3:21])[CH3:20])[C:16]2=[O:22])=[CH:25][CH:26]=1, predict the reactants needed to synthesize it. (7) Given the product [C:41]([O:40][C:38]([C:30]1[N:29]([CH2:28][CH2:27][CH2:26][N:23]2[CH2:22][CH2:21][C:18]3([N:17]([C:45]4[CH:46]=[CH:47][CH:48]=[CH:49][CH:50]=4)[CH2:16][N:15]([CH2:14][C:13]4[CH:12]=[C:11]([CH:53]=[CH:52][CH:51]=4)[C:9]([OH:10])=[O:8])[C:19]3=[O:20])[CH2:25][CH2:24]2)[C:37]2[C:32]([CH:31]=1)=[CH:33][CH:34]=[CH:35][CH:36]=2)=[O:39])([CH3:44])([CH3:42])[CH3:43], predict the reactants needed to synthesize it. The reactants are: C([O:8][C:9]([C:11]1[CH:12]=[C:13]([CH:51]=[CH:52][CH:53]=1)[CH2:14][N:15]1[C:19](=[O:20])[C:18]2([CH2:25][CH2:24][N:23]([CH2:26][CH2:27][CH2:28][N:29]3[C:37]4[C:32](=[CH:33][CH:34]=[CH:35][CH:36]=4)[CH:31]=[C:30]3[C:38]([O:40][C:41]([CH3:44])([CH3:43])[CH3:42])=[O:39])[CH2:22][CH2:21]2)[N:17]([C:45]2[CH:50]=[CH:49][CH:48]=[CH:47][CH:46]=2)[CH2:16]1)=[O:10])C1C=CC=CC=1. (8) Given the product [CH2:41]([O:40][C:38]([NH:25][S:22]([C:14]1[S:15][C:16]([CH2:18][CH:19]([CH3:21])[CH3:20])=[CH:17][C:13]=1[C:10]1[CH:11]=[CH:12][C:7]([CH2:6][N:1]2[CH:5]=[CH:4][N:3]=[CH:2]2)=[CH:8][CH:9]=1)(=[O:24])=[O:23])=[O:39])[CH2:42][CH2:43][CH3:44], predict the reactants needed to synthesize it. The reactants are: [N:1]1([CH2:6][C:7]2[CH:12]=[CH:11][C:10]([C:13]3[CH:17]=[C:16]([CH2:18][CH:19]([CH3:21])[CH3:20])[S:15][C:14]=3[S:22]([NH2:25])(=[O:24])=[O:23])=[CH:9][CH:8]=2)[CH:5]=[CH:4][N:3]=[CH:2]1.N1(C2C=CC=CN=2)CCCC1.Cl[C:38]([O:40][CH2:41][CH2:42][CH2:43][CH3:44])=[O:39]. (9) Given the product [CH3:20][C:19]1[N:15]([CH2:14][C:11]2[CH:12]=[CH:13][C:8]([C:2]#[C:1][Si:3]([CH3:6])([CH3:5])[CH3:4])=[N:9][CH:10]=2)[N:16]=[C:17]([C:21]2[O:25][N:24]=[C:23]([C:26]3[CH:31]=[CH:30][C:29]([O:32][C:33]([F:36])([F:34])[F:35])=[CH:28][CH:27]=3)[N:22]=2)[CH:18]=1, predict the reactants needed to synthesize it. The reactants are: [C:1]([Si:3]([CH3:6])([CH3:5])[CH3:4])#[CH:2].Br[C:8]1[CH:13]=[CH:12][C:11]([CH2:14][N:15]2[C:19]([CH3:20])=[CH:18][C:17]([C:21]3[O:25][N:24]=[C:23]([C:26]4[CH:31]=[CH:30][C:29]([O:32][C:33]([F:36])([F:35])[F:34])=[CH:28][CH:27]=4)[N:22]=3)=[N:16]2)=[CH:10][N:9]=1. (10) Given the product [C:5]12([C:3]([OH:4])=[O:2])[CH2:12][CH2:11][CH:8]([CH2:9][CH2:10]1)[CH2:7][CH2:6]2, predict the reactants needed to synthesize it. The reactants are: C[O:2][C:3]([C:5]12[CH2:12][CH2:11][C:8](C(O)=O)([CH2:9][CH2:10]1)[CH2:7][CH2:6]2)=[O:4].C(P(CCCC)CCCC)CCC.CC(S)(C)C.